This data is from Acute oral toxicity (LD50) regression data from Zhu et al.. The task is: Regression/Classification. Given a drug SMILES string, predict its toxicity properties. Task type varies by dataset: regression for continuous values (e.g., LD50, hERG inhibition percentage) or binary classification for toxic/non-toxic outcomes (e.g., AMES mutagenicity, cardiotoxicity, hepatotoxicity). Dataset: ld50_zhu. (1) The drug is CCNC(=O)CSP(=S)(OC)OC. The rat oral LD50 is 3.29, given as -log10 of the dose in mol/kg body weight (higher means more acutely toxic). (2) The compound is COc1ccc(C=CC(=O)Nc2ccccc2C(=O)O)cc1OC. The rat oral LD50 is 2.47, given as -log10 of the dose in mol/kg body weight (higher means more acutely toxic). (3) The molecule is COc1c(OP(=O)(OCC(C)C)OCC(C)C)cnn(C)c1=O. The rat oral LD50 is 3.99, given as -log10 of the dose in mol/kg body weight (higher means more acutely toxic). (4) The molecule is Nc1ccc(S(=O)(=O)c2ccc(N)cc2)cc1. The rat oral LD50 is 2.40, given as -log10 of the dose in mol/kg body weight (higher means more acutely toxic). (5) The molecule is CCCCCCCOCCO. The rat oral LD50 is 1.85, given as -log10 of the dose in mol/kg body weight (higher means more acutely toxic).